The task is: Predict the reaction yield, written as a fraction of the theoretical maximum amount of product (1.0 means a 100% yield; for example, 0.34 means a 34% yield).. This data is from Reaction yield outcomes from USPTO patents with 853,638 reactions. (1) The reactants are [OH:1][CH2:2][C:3]1[CH:4]=[CH:5][C:6]([NH:9][C:10](=[O:16])[O:11][C:12]([CH3:15])([CH3:14])[CH3:13])=[N:7][CH:8]=1.CCN(C(C)C)C(C)C.[CH3:26][S:27](Cl)(=[O:29])=[O:28]. The catalyst is C1COCC1. The product is [CH3:26][S:27]([O:1][CH2:2][C:3]1[CH:8]=[N:7][C:6]([NH:9][C:10]([O:11][C:12]([CH3:13])([CH3:15])[CH3:14])=[O:16])=[CH:5][CH:4]=1)(=[O:29])=[O:28]. The yield is 0.610. (2) The reactants are [Cl-].[Cl-].[Cl-].[Al+3].[F:5][C:6]1[CH:7]=[C:8]([O:12]C(=O)CC)[CH:9]=[CH:10][CH:11]=1.Cl. The catalyst is ClC1C=CC=CC=1Cl. The product is [F:5][C:6]1[CH:11]=[CH:10][C:9]([C:8](=[O:12])[CH2:7][CH3:6])=[C:8]([OH:12])[CH:7]=1. The yield is 0.838. (3) The reactants are N[C@H](C(O)=O)C.C(O)=O.C(N(CC)CC)C.[CH2:17]([N:24]=[C:25]1[C:34]2[C:29](=[CH:30][CH:31]=[CH:32][CH:33]=2)[CH2:28][CH2:27][CH:26]1[CH3:35])[C:18]1[CH:23]=[CH:22][CH:21]=[CH:20][CH:19]=1. The catalyst is ClCCl.CCCCCC.C(OCC)(=O)C. The product is [CH2:17]([NH:24][C@@H:25]1[C:34]2[C:29](=[CH:30][CH:31]=[CH:32][CH:33]=2)[CH2:28][CH2:27][C@@H:26]1[CH3:35])[C:18]1[CH:19]=[CH:20][CH:21]=[CH:22][CH:23]=1. The yield is 0.650. (4) The reactants are [C:1]([O:4][CH2:5][CH:6]([NH:12]C(OC(C)(C)C)=O)[CH2:7][O:8][C:9](=[O:11])[CH3:10])(=[O:3])[CH3:2].[F:20][C:21]([F:26])([F:25])[C:22]([OH:24])=[O:23]. No catalyst specified. The product is [F:20][C:21]([F:26])([F:25])[C:22]([O-:24])=[O:23].[C:9]([O:8][CH2:7][CH:6]([NH3+:12])[CH2:5][O:4][C:1](=[O:3])[CH3:2])(=[O:11])[CH3:10]. The yield is 1.00. (5) The catalyst is C(O)C. The product is [CH3:1][O:2][C:3]1[CH:21]=[CH:20][C:6]([CH2:7][N:8]2[CH:12]=[CH:11][CH:10]=[C:9]2/[CH:13]=[CH:14]/[C:15]([OH:17])=[O:16])=[CH:5][CH:4]=1. The yield is 0.590. The reactants are [CH3:1][O:2][C:3]1[CH:21]=[CH:20][C:6]([CH2:7][N:8]2[CH:12]=[CH:11][CH:10]=[C:9]2/[CH:13]=[CH:14]/[C:15]([O:17]CC)=[O:16])=[CH:5][CH:4]=1.[OH-].[Na+]. (6) The reactants are [F:1][C:2]1[C:7]([O:8]C)=[CH:6][CH:5]=[CH:4][C:3]=1[C:10]1[C:22]2[C:21]3[C:16](=[CH:17][C:18]([C:23]([N:25]4[CH2:30][CH2:29][N:28]([CH3:31])[CH2:27][CH2:26]4)=[O:24])=[CH:19][CH:20]=3)[NH:15][C:14]=2[C:13]([C:32]([NH2:34])=[O:33])=[CH:12][CH:11]=1.B(Br)(Br)Br.CO. The catalyst is C(Cl)Cl. The product is [F:1][C:2]1[C:7]([OH:8])=[CH:6][CH:5]=[CH:4][C:3]=1[C:10]1[C:22]2[C:21]3[C:16](=[CH:17][C:18]([C:23]([N:25]4[CH2:26][CH2:27][N:28]([CH3:31])[CH2:29][CH2:30]4)=[O:24])=[CH:19][CH:20]=3)[NH:15][C:14]=2[C:13]([C:32]([NH2:34])=[O:33])=[CH:12][CH:11]=1. The yield is 0.570.